This data is from Retrosynthesis with 50K atom-mapped reactions and 10 reaction types from USPTO. The task is: Predict the reactants needed to synthesize the given product. (1) Given the product C=CCNc1nc(OCc2ccc(F)cc2F)c(Cl)c(=O)n1-c1cc(C(=O)O)ccc1C, predict the reactants needed to synthesize it. The reactants are: C=CCNc1nc(OCc2ccc(F)cc2F)c(Cl)c(=O)n1-c1cc(C(=O)OC)ccc1C. (2) Given the product COC(=O)COc1ccc2cc(-c3ccc(-c4ccccc4)n3-c3ccccc3)ccc2c1, predict the reactants needed to synthesize it. The reactants are: COC(=O)CBr.Oc1ccc2cc(-c3ccc(-c4ccccc4)n3-c3ccccc3)ccc2c1. (3) The reactants are: CCOP(=O)(CNCc1ccccc1)OCC. Given the product CCOP(=O)(CN)OCC, predict the reactants needed to synthesize it. (4) Given the product CC1(C)CON(Cc2ccc(F)cc2Cl)C1=O, predict the reactants needed to synthesize it. The reactants are: CC1(C)CONC1=O.Fc1ccc(CBr)c(Cl)c1. (5) Given the product Cc1ccc(S(=O)(=O)OCC2CCC(=O)N2)cc1, predict the reactants needed to synthesize it. The reactants are: Cc1ccc(S(=O)(=O)Cl)cc1.O=C1CC[C@@H](CO)N1. (6) Given the product CC1(C)CC(C)(C)c2cc(C#Cc3ccc(CC(=O)O)c(F)c3)ccc2O1, predict the reactants needed to synthesize it. The reactants are: CCOC(=O)Cc1ccc(C#Cc2ccc3c(c2)C(C)(C)CC(C)(C)O3)cc1F. (7) Given the product CC(C)(C)OC(=O)N1CC(Oc2cccc3ncnc(Nc4ccc(F)c(Cl)c4)c23)C1, predict the reactants needed to synthesize it. The reactants are: CC(C)(C)OC(=O)N1CC(O)C1.Fc1ccc(Nc2ncnc3cccc(F)c23)cc1Cl. (8) The reactants are: CCOC(=O)c1nn(C)c2c1CCc1cnc(OC)nc1-2. Given the product CCOC(=O)c1nn(C)c2c1CCc1cnc(O)nc1-2, predict the reactants needed to synthesize it. (9) Given the product CCCCCCN(C(=O)Nc1ccc(C(F)(F)F)cc1)c1ccc(Oc2ccc3nc(COc4ccc(CC5SC(=O)NC5=O)cc4)n(C)c3c2)cc1, predict the reactants needed to synthesize it. The reactants are: CCCCCCNc1ccc(Oc2ccc3nc(COc4ccc(CC5SC(=O)NC5=O)cc4)n(C)c3c2)cc1.O=C=Nc1ccc(C(F)(F)F)cc1.